This data is from B-cell epitopes from IEDB database with 3,159 antigens for binding position prediction. The task is: Token-level Classification. Given an antigen amino acid sequence, predict which amino acid positions are active epitope sites capable of antibody binding. Output is a list of indices for active positions. (1) Given the antigen sequence: MSTNPKPQRKTKRNTNRRPQDVKFPGGGQIVGGVYLLPRRGPRLGVRATRKTSERSQPRGRRQPIPKARQPEGRAWAQPGYPWPLYGNEGMGWAGWLLSPRGSRPSWGPTDPRRRSRNLGKVIDTLTCGFADLMGYIPLVGAPLGGAARALAHGVRVLEDGVNYATGNLPGCSFSIFLLALLSCLTIPASAYEVRNTSGAYHVTNDCSNSSIVYEAADMIMHTPGCVPCVREDNSSRCWVALTPTLAARNASIPTTTIRRHVDLLVGAAAFCSVMYVGDLCGSVFLVSQLFTFSPRRYETVQDCNCSIYPGQVSGHRMAWDMMMNWSPTAALVVSQLLRIPQAVVDMIAGAHWGVLAGLAYYSMVGNWAKVLIVMLLFAGVDGNTYTTGGAAASTTNMFTSLLTRGPSQRIQLINTNGSWHINRTALNCNESLNTGFLAALFYTHKFNSSGCPERMASCRSIDEFAQGWGPITHARPPDLDQRPYCWHYAPQPCGTIPAL..., which amino acid positions are active epitope sites? The epitope positions are: [543, 544, 545, 546, 547, 548, 549, 550, 551, 552, 553, 554, 555, 556, 557, 558, 559, 560, 561, 562]. The amino acids at these positions are: PPQGNWFGCTWMNSTGFTKT. (2) Given the antigen sequence: MQRLTELATALGAFLGLLAVAAMAGPNFPQIDTPNMLPAHHRQKRDWIWNQMHIDEEKNESLPHYVGKIKSNVNRQNAKYVLQGEFAGKIFGVDANTGNVLAYERLDREKVSEYFLTALIVDKNTNKNLEQPSSFTVKVHDINDNWPVFSHQVFNASVPEMSAIGTSVIRVTAVDADDPTVAGHATVLYQIVKGNEYFSIDNSGLIFTKIKNLDREKQAEYKIVVETQDALGLRGESGTATVMIRLEDINDNFPVFTQSTYTFSVPEDIRVGKPLGFLTVVDPDEPQNRMTKYSIMQGEYRDTFTIETDPKRNEGIIKPTKSLDYEVIQQYTFYIEATDPTIRYEYLSSTSGKNKAMVTINVLDVDEPPVFQRHFYHFKLPENQKKPLIGTVVAKDPDKAQRSIGYSIRKTSDRGQFFRITKQGNIYNEKELDRETYAWYNLTVEANELDSRGNPVGKESIVQVYIEVLDENDNPPEFAQPYEPKVCENAAQGKLVVQIS..., which amino acid positions are active epitope sites? The epitope positions are: [45, 46, 47, 48, 49, 50, 51, 52, 53, 54, 55, 56, 57, 58, 59]. The amino acids at these positions are: DWIWNQMHIDEEKNE. (3) Given the antigen sequence: MTKDFKISVSAALISALFSSPYAFADDYDGIPNLTAVQISPNADPALGLEYPVRPPVPGAGGLNASAKGIHSIAIGATAEAAKGAAVAVGAGSIATGVNSVAIGPLSKALGDSAVTYGAASTAQKDGVAIGARASTSDTGVAVGFNSKADAKNSVAIGHSSHVAANHGYSIAIGDRSKTDRENSVSIGHESLNRQLTHLAAGTKDTDAVNVAQLKKEIEKTQENTNKRSAELLANANAYADNKSSSVLGIANNYTDSKSAETLENARKEAFAQSKDVLNMAKAHSNSVARTTLETAEEHANSVARTTLETAEEHANKKSAEALASANVYADSKSSHTLKTANSYTDVTVSNSTKKAIRESNQYTDHKFRQLDNRLDKLDTRVDKGLASSAALNSLFQPYGVGKVNFTAGVGGYRSSQALAIGSGYRVNENVALKAGVAYAGSSDVMYNASFNIEW, which amino acid positions are active epitope sites? The epitope positions are: [171, 172, 173, 174, 175, 176, 177, 178, 179, 180, 181, 182, 183, 184, 185, 186, 187]. The amino acids at these positions are: AIGDRSKTDRENSVSIG. (4) Given the antigen sequence: MASMQHFSLAALLLAASICLGDADRTECQLPLDKGTPCTQEGGVKPSVAWWHDDKSGICLSFKYTGCGGNANRFTTIKNCEQHCKMPDRGACALGKKPAEDSNGEQLVCAGMREDKCPNGYQCKMMAFMGLCCPTKEEELFAREYEGVCKSGKPVKMDRGSGWMMTILGKSCDDQFCPEDAKCERGKLFANCCK, which amino acid positions are active epitope sites? The epitope positions are: [50, 51, 52, 53, 54, 55, 56, 57, 58, 59, 60, 61, 62, 63]. The amino acids at these positions are: WHDDKSGICLSFKY. (5) Given the antigen sequence: MSKKPGGPGKSRAVNMLKRGMPRVLSLIGLKRAMLSLIDGKGPIRFVLALLAFFRFTAIAPTRAVLDRWRGVNKQTAMKHLLSFKKELGTLTSAINRRSSKQKKR, which amino acid positions are active epitope sites? The epitope positions are: [2, 3, 4, 5, 6, 7, 8]. The amino acids at these positions are: KKPGGPG. (6) Given the antigen sequence: QAQLSCTGPPAIPGIPGIPGTPGPDGQPGTPGIKGEKGLPGLAGDHGEFGEKGDPGIPGNPGKVGPKGPMGPKGGPGAPGAPGPKGESGDYKATQKIAFSATRTINVPLRRDQTIRFDHVITNMNNNYEPRSGKFTCKVPGLYYFTYHASSRGNLCVNLMRGRERAQKVVTFCDYAYNTFQVTTGGMVLKLEQGENVFLQATDKNSLLGMEGANSIFSGFLLFPDMEA, which amino acid positions are active epitope sites? The epitope positions are: [60, 61, 62, 63, 64, 65, 66, 67, 68, 69, 70, 71, 72]. The amino acids at these positions are: PGKVGPKGPMGPK.